Dataset: Forward reaction prediction with 1.9M reactions from USPTO patents (1976-2016). Task: Predict the product of the given reaction. Given the reactants [CH3:1][N:2]1[C:7](=[O:8])[C:6]2[C:9]([C:30]3[CH:35]=[CH:34][CH:33]=[CH:32][CH:31]=3)=[C:10]([C:12]3[CH:17]=[CH:16][C:15]([C:18]4([NH:22][C:23](=[O:29])[O:24][C:25]([CH3:28])([CH3:27])[CH3:26])[CH2:21][CH2:20][CH2:19]4)=[CH:14][CH:13]=3)[O:11][C:5]=2[N:4]=[C:3]1S(C)(=O)=O.[NH:40]1[CH2:44][CH2:43][C@@H:42]([OH:45])[CH2:41]1, predict the reaction product. The product is: [OH:45][C@@H:42]1[CH2:43][CH2:44][N:40]([C:3]2[N:2]([CH3:1])[C:7](=[O:8])[C:6]3[C:9]([C:30]4[CH:35]=[CH:34][CH:33]=[CH:32][CH:31]=4)=[C:10]([C:12]4[CH:13]=[CH:14][C:15]([C:18]5([NH:22][C:23](=[O:29])[O:24][C:25]([CH3:28])([CH3:27])[CH3:26])[CH2:19][CH2:20][CH2:21]5)=[CH:16][CH:17]=4)[O:11][C:5]=3[N:4]=2)[CH2:41]1.